This data is from Retrosynthesis with 50K atom-mapped reactions and 10 reaction types from USPTO. The task is: Predict the reactants needed to synthesize the given product. (1) Given the product c1ccc(CCCC(OCCCN2CCOCC2)c2ccccc2)cc1, predict the reactants needed to synthesize it. The reactants are: C1COCCN1.ClCCCOC(CCCc1ccccc1)c1ccccc1. (2) The reactants are: CCCc1nc2c(C)cc(N3C(=O)c4ccccc4C3=O)cc2[nH]1.COC(=O)c1ccccc1-c1ccc(CBr)cc1. Given the product CCCc1nc2c(C)cc(N3C(=O)c4ccccc4C3=O)cc2n1Cc1ccc(-c2ccccc2C(=O)OC)cc1, predict the reactants needed to synthesize it.